This data is from Forward reaction prediction with 1.9M reactions from USPTO patents (1976-2016). The task is: Predict the product of the given reaction. (1) Given the reactants [Cl:1][C:2]1[C:7]([NH2:8])=[CH:6][CH:5]=[C:4]([Cl:9])[C:3]=1[CH3:10].[C:11]([C:17](OC)=[O:18])#[C:12][C:13]([O:15][CH3:16])=[O:14], predict the reaction product. The product is: [CH3:16][O:15][C:13]([C:12]1[CH2:11][C:17](=[O:18])[C:6]2[C:7](=[C:2]([Cl:1])[C:3]([CH3:10])=[C:4]([Cl:9])[CH:5]=2)[N:8]=1)=[O:14]. (2) Given the reactants [Cl:1][C:2]1[CH:10]=[CH:9][C:8]([OH:11])=[CH:7][C:3]=1[C:4]([OH:6])=[O:5].C([O-])([O-])=O.[Cs+].[Cs+].[F:18][C:19]1[CH:24]=[CH:23][CH:22]=[C:21](F)[N:20]=1, predict the reaction product. The product is: [Cl:1][C:2]1[CH:10]=[CH:9][C:8]([O:11][C:21]2[CH:22]=[CH:23][CH:24]=[C:19]([F:18])[N:20]=2)=[CH:7][C:3]=1[C:4]([OH:6])=[O:5]. (3) Given the reactants [CH3:1][C:2]1[CH:7]=[C:6]([N+:8]([O-:10])=[O:9])[CH:5]=[CH:4][C:3]=1[N:11]=[C:12]1[S:16][CH2:15][C:14]2([CH2:20][CH2:19][CH2:18][CH2:17]2)[NH:13]1.[CH:21]1([CH2:27]Br)[CH2:26][CH2:25][CH2:24][CH2:23][CH2:22]1, predict the reaction product. The product is: [CH3:1][C:2]1[CH:7]=[C:6]([N+:8]([O-:10])=[O:9])[CH:5]=[CH:4][C:3]=1[N:11]=[C:12]1[S:16][CH2:15][C:14]2([CH2:17][CH2:18][CH2:19][CH2:20]2)[N:13]1[CH2:27][CH:21]1[CH2:26][CH2:25][CH2:24][CH2:23][CH2:22]1. (4) Given the reactants [OH:1][C:2]1[CH:7]=[CH:6][C:5]([C:8](=[O:10])[CH3:9])=[CH:4][C:3]=1[CH3:11].[C:12](=O)([O-])[O-].[K+].[K+].CI.O, predict the reaction product. The product is: [CH3:12][O:1][C:2]1[CH:7]=[CH:6][C:5]([C:8](=[O:10])[CH3:9])=[CH:4][C:3]=1[CH3:11]. (5) Given the reactants [OH:1][C:2]1([C:8]([O:10][CH3:11])=[O:9])[CH2:7][CH2:6][CH2:5][NH:4][CH2:3]1.C(N(CC)CC)C.CN(C1C=CC=CN=1)C.[C:28](O[C:28]([O:30][C:31]([CH3:34])([CH3:33])[CH3:32])=[O:29])([O:30][C:31]([CH3:34])([CH3:33])[CH3:32])=[O:29], predict the reaction product. The product is: [OH:1][C:2]1([C:8]([O:10][CH3:11])=[O:9])[CH2:7][CH2:6][CH2:5][N:4]([C:28]([O:30][C:31]([CH3:34])([CH3:33])[CH3:32])=[O:29])[CH2:3]1.